This data is from Catalyst prediction with 721,799 reactions and 888 catalyst types from USPTO. The task is: Predict which catalyst facilitates the given reaction. (1) Reactant: [Cl:1][C:2]1[CH:3]=[C:4]([C:8]2[O:9][C:10](=O)[C:11]3[CH:17]=[CH:16][CH:15]=[N:14][C:12]=3[N:13]=2)[CH:5]=[N:6][CH:7]=1.[NH2:19][NH2:20]. Product: [NH2:19][N:20]1[C:10](=[O:9])[C:11]2[CH:17]=[CH:16][CH:15]=[N:14][C:12]=2[N:13]=[C:8]1[C:4]1[CH:5]=[N:6][CH:7]=[C:2]([Cl:1])[CH:3]=1. The catalyst class is: 15. (2) Reactant: [CH:1]1([CH2:6][C@H:7]([C:11]2[CH:16]=[CH:15][C:14]([S:17][CH3:18])=[CH:13][CH:12]=2)[C:8]([OH:10])=O)[CH2:5][CH2:4][CH2:3][CH2:2]1.C1(P(C2C=CC=CC=2)C2C=CC=CC=2)C=CC=CC=1.BrN1C(=O)CCC1=O.[NH2:46][C:47]1[CH:52]=[N:51][CH:50]=[CH:49][N:48]=1. Product: [CH:1]1([CH2:6][C@H:7]([C:11]2[CH:16]=[CH:15][C:14]([S:17][CH3:18])=[CH:13][CH:12]=2)[C:8]([NH:46][C:47]2[CH:52]=[N:51][CH:50]=[CH:49][N:48]=2)=[O:10])[CH2:2][CH2:3][CH2:4][CH2:5]1. The catalyst class is: 2. (3) Reactant: [F:1][C:2]1[CH:7]=[CH:6][C:5]([CH2:8][CH2:9][C:10]([O:12][CH3:13])=[O:11])=[C:4]([OH:14])[CH:3]=1.[N+](C1C=C(S(O[CH2:28][C@:29]2([CH3:32])[CH2:31][O:30]2)(=O)=O)C=CC=1)([O-])=O.C([O-])([O-])=O.[Cs+].[Cs+]. Product: [F:1][C:2]1[CH:7]=[CH:6][C:5]([CH2:8][CH2:9][C:10]([O:12][CH3:13])=[O:11])=[C:4]([O:14][CH2:28][C@:29]2([CH3:32])[CH2:31][O:30]2)[CH:3]=1. The catalyst class is: 3. (4) Reactant: [CH3:1][N:2]([CH:10]1[CH2:13][N:12]([C:14]2[C:15]3[N:16]([N:25]=[N:26][N:27]=3)[C:17]([C:20]3[S:21][CH:22]=[CH:23][CH:24]=3)=[CH:18][N:19]=2)[CH2:11]1)C(=O)OC(C)(C)C.FC(F)(F)C(O)=O. Product: [CH3:1][NH:2][CH:10]1[CH2:11][N:12]([C:14]2[C:15]3[N:16]([N:25]=[N:26][N:27]=3)[C:17]([C:20]3[S:21][CH:22]=[CH:23][CH:24]=3)=[CH:18][N:19]=2)[CH2:13]1. The catalyst class is: 4. (5) Reactant: [H-].[Na+].[C:3]([O:9][C:10]([CH3:20])([CH3:19])[CH2:11]CC1C=CC=CC=1)(=[O:8])[CH2:4][C:5]([O-:7])=[O:6].[CH3:21][O:22][CH2:23][CH2:24]Br.O.[CH3:27][CH2:28][CH2:29][CH2:30][CH2:31][CH2:32][CH3:33]. Product: [CH3:21][O:22][CH2:23][CH2:24][CH:4]([C:3]([O:9][C:10]([CH3:20])([CH3:19])[CH3:11])=[O:8])[C:5]([O:7][CH2:27][C:28]1[CH:33]=[CH:32][CH:31]=[CH:30][CH:29]=1)=[O:6]. The catalyst class is: 165. (6) Reactant: [Cl:1][C:2]1[CH:7]=[CH:6][C:5]([O:8][C:9]2[CH:14]=[CH:13][C:12]([CH2:15][CH2:16][O:17][C:18]3[NH:19][CH:20]=[C:21]([CH2:25][C:26]4[CH:27]=[N:28][CH:29]=[N:30][CH:31]=4)[C:22](=[O:24])[N:23]=3)=[CH:11][CH:10]=2)=[CH:4][C:3]=1[C:32]([F:35])([F:34])[F:33].[CH3:36]CN(C(C)C)C(C)C.CI. Product: [Cl:1][C:2]1[CH:7]=[CH:6][C:5]([O:8][C:9]2[CH:14]=[CH:13][C:12]([CH2:15][CH2:16][O:17][C:18]3[N:19]([CH3:36])[CH:20]=[C:21]([CH2:25][C:26]4[CH:31]=[N:30][CH:29]=[N:28][CH:27]=4)[C:22](=[O:24])[N:23]=3)=[CH:11][CH:10]=2)=[CH:4][C:3]=1[C:32]([F:35])([F:33])[F:34]. The catalyst class is: 4. (7) Reactant: C(O)C.[CH2:4]1[CH2:9][CH:8]([C:10]([OH:12])=[O:11])[NH:7][CH2:6][CH2:5]1.C(O)(=O)[C@H]([C@@H](C(O)=O)O)O. Product: [CH2:4]1[CH2:9][C@@H:8]([C:10]([OH:12])=[O:11])[NH:7][CH2:6][CH2:5]1. The catalyst class is: 6. (8) Reactant: [CH3:1][N:2]1[CH2:15][CH2:14][C:5]2[NH:6][C:7]3[CH:8]=[CH:9][C:10]([CH3:13])=[CH:11][C:12]=3[C:4]=2[CH2:3]1.[CH:16]1([C:19]2[CH:24]=[CH:23][C:22]([CH:25]=[CH2:26])=[CH:21][N:20]=2)[CH2:18][CH2:17]1.[OH-].[K+]. Product: [CH:16]1([C:19]2[N:20]=[CH:21][C:22]([CH2:25][CH2:26][CH:3]3[C:4]4[C:12]5[CH:11]=[C:10]([CH3:13])[CH:9]=[CH:8][C:7]=5[NH:6][C:5]=4[CH2:14][CH2:15][N:2]3[CH3:1])=[CH:23][CH:24]=2)[CH2:18][CH2:17]1. The catalyst class is: 37. (9) Reactant: [NH2:1][C:2]1[CH:23]=[CH:22][C:5]2[N:6]([CH:9]([C:16]3[CH:21]=[CH:20][CH:19]=[CH:18][CH:17]=3)[CH2:10][C:11]([O:13]CC)=[O:12])[CH:7]=[N:8][C:4]=2[CH:3]=1. Product: [NH2:1][C:2]1[CH:23]=[CH:22][C:5]2[N:6]([CH:9]([C:16]3[CH:17]=[CH:18][CH:19]=[CH:20][CH:21]=3)[CH2:10][C:11]([OH:13])=[O:12])[CH:7]=[N:8][C:4]=2[CH:3]=1. The catalyst class is: 33. (10) Reactant: [Cl:1][C:2]1[C:10](B2OC(C)(C)C(C)(C)O2)=[CH:9][CH:8]=[C:7]2[C:3]=1[CH2:4][C:5](=[O:21])[N:6]2[CH3:20].Br[C:23]1[CH:24]=[N:25][CH:26]=[C:27]([Cl:31])[C:28]=1CO.[C:32](=O)([O-])[O-:33].[Na+].[Na+]. Product: [Cl:1][C:2]1[C:10]([C:23]2[C:24]([CH2:32][OH:33])=[N:25][CH:26]=[C:27]([Cl:31])[CH:28]=2)=[CH:9][CH:8]=[C:7]2[C:3]=1[CH2:4][C:5](=[O:21])[N:6]2[CH3:20]. The catalyst class is: 668.